This data is from Reaction yield outcomes from USPTO patents with 853,638 reactions. The task is: Predict the reaction yield, written as a fraction of the theoretical maximum amount of product (1.0 means a 100% yield; for example, 0.34 means a 34% yield). (1) The reactants are Br[C:2]1[N:7]=[C:6]([CH3:8])[C:5]([NH2:9])=[CH:4][CH:3]=1.[NH:10]1[CH:14]=[N:13][CH:12]=[N:11]1.P([O-])([O-])([O-])=O.[K+].[K+].[K+].CNCCNC. The catalyst is CN(C=O)C.[Cu]I. The product is [CH3:8][C:6]1[C:5]([NH2:9])=[CH:4][CH:3]=[C:2]([N:10]2[CH:14]=[N:13][CH:12]=[N:11]2)[N:7]=1. The yield is 0.540. (2) The reactants are C(NC1CCC([CH2:11][NH:12][C:13](=[O:19])[O:14][C:15]([CH3:18])([CH3:17])[CH3:16])CC1)(C)C.[N:20]1([CH:29]=[O:30])[C:24]2[CH:25]=[CH:26][CH:27]=[CH:28][C:23]=2N=N1.[CH2:31]1[CH2:35]OC[CH2:32]1. No catalyst specified. The product is [CH:31]([C:29]([NH:20][CH:24]1[CH2:25][CH2:26][CH:27]([CH2:11][NH:12][C:13](=[O:19])[O:14][C:15]([CH3:16])([CH3:17])[CH3:18])[CH2:28][CH2:23]1)=[O:30])([CH3:35])[CH3:32]. The yield is 1.00. (3) The reactants are [C:1]([O:5][C:6]([NH:8][C@@H:9]([CH2:37][C:38]1[CH:43]=[CH:42][CH:41]=[CH:40][CH:39]=1)[C@@H:10]([O:29][Si](C(C)(C)C)(C)C)[CH2:11][CH:12]([CH2:16][C:17]1[CH:22]=[CH:21][C:20]([C:23]2[CH:28]=[CH:27][CH:26]=[CH:25][N:24]=2)=[CH:19][CH:18]=1)C(O)=O)=[O:7])([CH3:4])([CH3:3])[CH3:2].C1C=CC(P(N=[N+]=[N-])(C2C=CC=CC=2)=[O:51])=CC=1.C([N:63]([CH2:66]C)CC)C.[CH2:68]([OH:75])[C:69]1[CH:74]=[CH:73][CH:72]=[CH:71][CH:70]=1. The catalyst is C1(C)C=CC=CC=1. The product is [C:1]([O:5][C:6]([NH:8][C@@H:9]([CH2:37][C:38]1[CH:43]=[CH:42][CH:41]=[CH:40][CH:39]=1)[C@@H:10]([OH:29])[CH2:11][C@H:12]([NH:63][C:66](=[O:51])[O:75][CH2:68][C:69]1[CH:74]=[CH:73][CH:72]=[CH:71][CH:70]=1)[CH2:16][C:17]1[CH:22]=[CH:21][C:20]([C:23]2[CH:28]=[CH:27][CH:26]=[CH:25][N:24]=2)=[CH:19][CH:18]=1)=[O:7])([CH3:3])([CH3:2])[CH3:4]. The yield is 0.230. (4) The reactants are [CH3:1][C:2]1[CH:7]=[C:6]([C:8]([CH3:10])=[O:9])[C:5]([OH:11])=[C:4]([N+:12]([O-:14])=[O:13])[CH:3]=1.[CH3:15][O:16][C:17]1[CH:24]=[CH:23][C:20]([CH:21]=O)=[CH:19][C:18]=1[F:25]. No catalyst specified. The product is [F:25][C:18]1[CH:19]=[C:20](/[CH:21]=[CH:10]/[C:8]([C:6]2[CH:7]=[C:2]([CH3:1])[CH:3]=[C:4]([N+:12]([O-:14])=[O:13])[C:5]=2[OH:11])=[O:9])[CH:23]=[CH:24][C:17]=1[O:16][CH3:15]. The yield is 0.740. (5) The reactants are [F:1][C:2]1[CH:7]=[CH:6][C:5]([F:8])=[CH:4][C:3]=1[CH2:9][C:10]([N:12]1[CH2:17][CH2:16][NH:15][C:14]2[N:18]=[CH:19][C:20](I)=[CH:21][C:13]1=2)=[O:11].[CH3:23][N:24]1[CH2:29][CH2:28][N:27]([C:30]2[CH:35]=[CH:34][C:33](B3OC(C)(C)C(C)(C)O3)=[CH:32][N:31]=2)[CH2:26][CH2:25]1. No catalyst specified. The product is [F:1][C:2]1[CH:7]=[CH:6][C:5]([F:8])=[CH:4][C:3]=1[CH2:9][C:10]([N:12]1[CH2:17][CH2:16][NH:15][C:14]2[N:18]=[CH:19][C:20]([C:34]3[CH:33]=[CH:32][N:31]=[C:30]([N:27]4[CH2:26][CH2:25][N:24]([CH3:23])[CH2:29][CH2:28]4)[CH:35]=3)=[CH:21][C:13]1=2)=[O:11]. The yield is 0.150.